Dataset: Full USPTO retrosynthesis dataset with 1.9M reactions from patents (1976-2016). Task: Predict the reactants needed to synthesize the given product. (1) The reactants are: [CH3:1][C:2]1[N:6]([CH:7]2[CH2:12][CH2:11][O:10][CH2:9][CH2:8]2)[C:5]2[CH:13]=[CH:14][C:15]([C:17]3[O:18][C:19]4[CH:25]=[C:24]([N+:26]([O-])=O)[CH:23]=[CH:22][C:20]=4[N:21]=3)=[CH:16][C:4]=2[N:3]=1.[H][H]. Given the product [CH3:1][C:2]1[N:6]([CH:7]2[CH2:8][CH2:9][O:10][CH2:11][CH2:12]2)[C:5]2[CH:13]=[CH:14][C:15]([C:17]3[O:18][C:19]4[CH:25]=[C:24]([NH2:26])[CH:23]=[CH:22][C:20]=4[N:21]=3)=[CH:16][C:4]=2[N:3]=1, predict the reactants needed to synthesize it. (2) Given the product [Cl:1][C:2]1[CH:3]=[C:4]([C:8]2[C:13]([O:14][CH3:15])=[CH:12][CH:11]=[C:10]([CH2:16][C:17]3[S:24][C:23]([NH2:25])=[N:22][N:21]=3)[C:9]=2[F:20])[CH:5]=[CH:6][CH:7]=1, predict the reactants needed to synthesize it. The reactants are: [Cl:1][C:2]1[CH:3]=[C:4]([C:8]2[C:13]([O:14][CH3:15])=[CH:12][CH:11]=[C:10]([CH2:16][C:17](O)=O)[C:9]=2[F:20])[CH:5]=[CH:6][CH:7]=1.[NH2:21][NH:22][C:23]([NH2:25])=[S:24].O. (3) Given the product [F:19][C:14]1[CH:15]=[C:16]2[C:11](=[CH:12][C:13]=1[F:20])[N:10]=[C:9]([NH:8][CH2:7][C@H:2]1[N:3]([C:34]([C:29]3[N:30]=[C:31]([CH3:33])[S:32][C:28]=3[C:25]3[CH:26]=[CH:27][C:22]([F:21])=[CH:23][CH:24]=3)=[O:35])[CH2:4][C@@H:5]3[C@H:1]1[CH2:6]3)[CH:18]=[N:17]2, predict the reactants needed to synthesize it. The reactants are: [C@@H:1]12[CH2:6][C@@H:5]1[CH2:4][NH:3][C@@H:2]2[CH2:7][NH:8][C:9]1[CH:18]=[N:17][C:16]2[C:11](=[CH:12][C:13]([F:20])=[C:14]([F:19])[CH:15]=2)[N:10]=1.[F:21][C:22]1[CH:27]=[CH:26][C:25]([C:28]2[S:32][C:31]([CH3:33])=[N:30][C:29]=2[C:34](O)=[O:35])=[CH:24][CH:23]=1. (4) Given the product [F:1][C:2]1[CH:7]=[CH:6][CH:5]=[CH:4][C:3]=1[O:8][CH2:16][C:17](=[N:33][O:34][CH3:35])[CH2:18][N:19]1[C:27]2[C:22](=[CH:23][C:24]([N:28]=[CH:29][N:30]([CH3:31])[CH3:32])=[CH:25][CH:26]=2)[CH:21]=[CH:20]1, predict the reactants needed to synthesize it. The reactants are: [F:1][C:2]1[CH:7]=[CH:6][CH:5]=[CH:4][C:3]=1[OH:8].CC([O-])(C)C.[K+].Cl[CH2:16][C:17](=[N:33][O:34][CH3:35])[CH2:18][N:19]1[C:27]2[C:22](=[CH:23][C:24]([N:28]=[CH:29][N:30]([CH3:32])[CH3:31])=[CH:25][CH:26]=2)[CH:21]=[CH:20]1. (5) The reactants are: [OH:1][C:2]1[C:3](=[O:17])[NH:4][CH:5]=[C:6]([CH2:8][CH2:9][C:10]2[CH:15]=[CH:14][CH:13]=[CH:12][C:11]=2C)[CH:7]=1.COC1C(OC)=CC(CCC2C=CC=CC=2)=CN=1. Given the product [OH:1][C:2]1[C:3](=[O:17])[NH:4][CH:5]=[C:6]([CH2:8][CH2:9][C:10]2[CH:15]=[CH:14][CH:13]=[CH:12][CH:11]=2)[CH:7]=1, predict the reactants needed to synthesize it. (6) Given the product [NH:43]1[C:50]2[N:46]([N:47]=[CH:48][C:49]=2[NH:51][C:23](=[O:24])[CH2:22][CH2:21][NH:20][C:1]([C:14]2[CH:15]=[CH:16][CH:17]=[CH:18][CH:19]=2)([C:2]2[CH:7]=[CH:6][CH:5]=[CH:4][CH:3]=2)[C:8]2[CH:9]=[CH:10][CH:11]=[CH:12][CH:13]=2)[CH2:45][CH2:44]1, predict the reactants needed to synthesize it. The reactants are: [C:1]([NH:20][CH2:21][CH2:22][C:23](O)=[O:24])([C:14]1[CH:19]=[CH:18][CH:17]=[CH:16][CH:15]=1)([C:8]1[CH:13]=[CH:12][CH:11]=[CH:10][CH:9]=1)[C:2]1[CH:7]=[CH:6][CH:5]=[CH:4][CH:3]=1.C(N(CC)CC)C.ClC(OC)=O.S(O)(O)(=O)=O.[NH:43]1[C:50]2[N:46]([N:47]=[CH:48][C:49]=2[NH2:51])[CH2:45][CH2:44]1. (7) Given the product [CH2:13]([NH:12][C:10]([NH:9][C:6]1[CH:5]=[CH:4][C:3]([CH2:2][NH:1][C:21]2[N:26]=[CH:25][CH:24]=[CH:23][N:22]=2)=[CH:8][CH:7]=1)=[O:11])[C:14]1[CH:15]=[CH:16][CH:17]=[CH:18][CH:19]=1, predict the reactants needed to synthesize it. The reactants are: [NH2:1][CH2:2][C:3]1[CH:8]=[CH:7][C:6]([NH:9][C:10]([NH:12][CH2:13][C:14]2[CH:19]=[CH:18][CH:17]=[CH:16][CH:15]=2)=[O:11])=[CH:5][CH:4]=1.Cl[C:21]1[N:26]=[CH:25][CH:24]=[CH:23][N:22]=1.C(N(CC)CC)C. (8) Given the product [F:9][C:10]1[N:15]=[C:14]([C:16]([NH2:17])=[O:2])[CH:13]=[C:12]([C:18]([F:21])([F:19])[F:20])[CH:11]=1, predict the reactants needed to synthesize it. The reactants are: C(=O)(O)[O-:2].[Na+].Cl.NO.[F:9][C:10]1[N:15]=[C:14]([C:16]#[N:17])[CH:13]=[C:12]([C:18]([F:21])([F:20])[F:19])[CH:11]=1.